From a dataset of Reaction yield outcomes from USPTO patents with 853,638 reactions. Predict the reaction yield, written as a fraction of the theoretical maximum amount of product (1.0 means a 100% yield; for example, 0.34 means a 34% yield). (1) The reactants are Cl.[NH2:2][CH:3]1[CH2:8][CH2:7][CH2:6][NH:5][C:4]1=[O:9].C([O-])([O-])=O.[K+].[K+].[Cl:16][C:17]1[CH:25]=[CH:24][C:20]([C:21](Cl)=[O:22])=[CH:19][CH:18]=1. No catalyst specified. The product is [Cl:16][C:17]1[CH:25]=[CH:24][C:20]([C:21]([NH:2][CH:3]2[CH2:8][CH2:7][CH2:6][NH:5][C:4]2=[O:9])=[O:22])=[CH:19][CH:18]=1. The yield is 0.390. (2) The reactants are Cl.[Cl:2][C:3]1[CH:8]=[C:7]([C:9]2[CH:10]=[C:11]([CH3:15])[CH:12]=[CH:13][CH:14]=2)[N:6]=[C:5]2[CH2:16][CH2:17][CH2:18][C:4]=12.[NH2:19][C:20]1[CH:25]=[CH:24][C:23]([CH2:26][C:27]([NH2:29])=[O:28])=[CH:22][CH:21]=1. No catalyst specified. The product is [ClH:2].[C:11]1([CH3:15])[CH:12]=[CH:13][CH:14]=[C:9]([C:7]2[N:6]=[C:5]3[CH2:16][CH2:17][CH2:18][C:4]3=[C:3]([NH:19][C:20]3[CH:21]=[CH:22][C:23]([CH2:26][C:27]([NH2:29])=[O:28])=[CH:24][CH:25]=3)[CH:8]=2)[CH:10]=1. The yield is 0.990. (3) The reactants are [C:1]([CH2:3][CH2:4][PH:5](O[C@@H]1[C@@H](COC(C2C=CC=CC=2)(C2C=CC(OC)=CC=2)C2C=CC(OC)=CC=2)O[C@@H](N2C=CC(=O)NC2=O)[C@@H]1OCOCC(C(F)(F)F)C(F)(F)F)([N:7]([CH:11]([CH3:13])[CH3:12])[CH:8]([CH3:10])[CH3:9])[OH:6])#[N:2].[C:66]([NH:69][C:70]1[C:71]2[N:72]=[CH:73][N:74]([C:119]=2[N:120]=[CH:121][N:122]=1)[C@@H:75]1[O:118][C@H:92]([CH2:93][O:94][C:95]([C:112]2[CH:117]=[CH:116][CH:115]=[CH:114][CH:113]=2)([C:104]2[CH:109]=[CH:108][C:107]([O:110][CH3:111])=[CH:106][CH:105]=2)[C:96]2[CH:101]=[CH:100][C:99]([O:102][CH3:103])=[CH:98][CH:97]=2)[C@@H:90]([OH:91])[C@H:76]1[O:77][CH2:78][O:79][CH2:80][CH:81]([C:86]([F:89])([F:88])[F:87])[C:82]([F:85])([F:84])[F:83])(=[O:68])[CH3:67]. No catalyst specified. The product is [C:1]([CH2:3][CH2:4][PH:5]([O:91][C@@H:90]1[C@@H:92]([CH2:93][O:94][C:95]([C:112]2[CH:113]=[CH:114][CH:115]=[CH:116][CH:117]=2)([C:104]2[CH:109]=[CH:108][C:107]([O:110][CH3:111])=[CH:106][CH:105]=2)[C:96]2[CH:97]=[CH:98][C:99]([O:102][CH3:103])=[CH:100][CH:101]=2)[O:118][C@@H:75]([N:74]2[C:119]3[N:120]=[CH:121][N:122]=[C:70]([NH:69][C:66](=[O:68])[CH3:67])[C:71]=3[N:72]=[CH:73]2)[C@@H:76]1[O:77][CH2:78][O:79][CH2:80][CH:81]([C:82]([F:83])([F:84])[F:85])[C:86]([F:89])([F:88])[F:87])([N:7]([CH:11]([CH3:13])[CH3:12])[CH:8]([CH3:9])[CH3:10])[OH:6])#[N:2]. The yield is 0.700. (4) The reactants are [F:1][C:2]1[CH:8]=[CH:7][C:5]([NH2:6])=[CH:4][CH:3]=1.[CH3:9][O:10][C:11]1[CH:18]=[CH:17][C:14]([CH2:15]Br)=[CH:13][C:12]=1[N+:19]([O-:21])=[O:20]. No catalyst specified. The product is [F:1][C:2]1[CH:8]=[CH:7][C:5]([N:6]([CH2:15][C:14]2[CH:17]=[CH:18][C:11]([O:10][CH3:9])=[C:12]([N+:19]([O-:21])=[O:20])[CH:13]=2)[CH2:15][C:14]2[CH:17]=[CH:18][C:11]([O:10][CH3:9])=[C:12]([N+:19]([O-:21])=[O:20])[CH:13]=2)=[CH:4][CH:3]=1. The yield is 0.910. (5) The reactants are [N:1]([C:4]1[C:5]2[N:6]([CH:20]=[CH:21][N:22]=2)[CH:7]=[C:8]([C:12]2[CH:17]=[CH:16][C:15]([Cl:18])=[CH:14][C:13]=2[Cl:19])[C:9]=1[C:10]#[N:11])=[N+]=[N-].C1(P(C2C=CC=CC=2)C2C=CC=CC=2)C=CC=CC=1.Cl. The catalyst is CO.O. The product is [NH2:1][C:4]1[C:5]2[N:6]([CH:20]=[CH:21][N:22]=2)[CH:7]=[C:8]([C:12]2[CH:17]=[CH:16][C:15]([Cl:18])=[CH:14][C:13]=2[Cl:19])[C:9]=1[C:10]#[N:11]. The yield is 0.520. (6) The reactants are [CH:1]([NH:3][C:4]1[CH:13]=[CH:12][CH:11]=[C:10]2[C:5]=1[CH:6]=[CH:7][CH:8]=[C:9]2[S:14](Cl)(=[O:16])=[O:15])=[O:2].[NH2:18][C:19]1[S:20][CH:21]=[CH:22][N:23]=1. The catalyst is N1C=CC=CC=1. The product is [S:20]1[CH:21]=[CH:22][N:23]=[C:19]1[NH:18][S:14]([C:9]1[C:10]2[C:5](=[C:4]([NH:3][CH:1]=[O:2])[CH:13]=[CH:12][CH:11]=2)[CH:6]=[CH:7][CH:8]=1)(=[O:16])=[O:15]. The yield is 0.490. (7) The reactants are C[O:2][C:3](=[O:41])[C:4]1[CH:9]=[CH:8][C:7]([NH:10][C:11]([C@H:13]2[C@H:17]([C:18]3[CH:23]=[CH:22][C:21]([F:24])=[C:20]([Cl:25])[CH:19]=3)[C@:16]([C:28]3[CH:33]=[CH:32][C:31]([Cl:34])=[CH:30][C:29]=3[F:35])([C:26]#[N:27])[C@H:15]([CH2:36][C:37]([CH3:40])([CH3:39])[CH3:38])[NH:14]2)=[O:12])=[CH:6][CH:5]=1.[OH-].[Na+].CO.Cl. The catalyst is O1CCCC1. The product is [Cl:25][C:20]1[CH:19]=[C:18]([C@@H:17]2[C@:16]([C:28]3[CH:33]=[CH:32][C:31]([Cl:34])=[CH:30][C:29]=3[F:35])([C:26]#[N:27])[C@H:15]([CH2:36][C:37]([CH3:40])([CH3:39])[CH3:38])[NH:14][C@H:13]2[C:11]([NH:10][C:7]2[CH:6]=[CH:5][C:4]([C:3]([OH:41])=[O:2])=[CH:9][CH:8]=2)=[O:12])[CH:23]=[CH:22][C:21]=1[F:24]. The yield is 0.940.